Dataset: Catalyst prediction with 721,799 reactions and 888 catalyst types from USPTO. Task: Predict which catalyst facilitates the given reaction. (1) Reactant: C(OC(=O)[NH:7][CH2:8][CH2:9][N:10]1[CH:14]=[C:13]([N+:15]([O-:17])=[O:16])[CH:12]=[N:11]1)(C)(C)C.[ClH:19]. Product: [ClH:19].[N+:15]([C:13]1[CH:12]=[N:11][N:10]([CH2:9][CH2:8][NH2:7])[CH:14]=1)([O-:17])=[O:16]. The catalyst class is: 13. (2) Reactant: [Cl:1][C:2]1[CH:7]=[CH:6][CH:5]=[CH:4][C:3]=1[C:8]1[N:9]([CH2:26][C:27]2[N:32]=[C:31]([NH2:33])[CH:30]=[CH:29][CH:28]=2)[C:10]([C:13]2[CH:18]=[CH:17][C:16]([O:19][C:20]3[N:25]=[CH:24][CH:23]=[CH:22][N:21]=3)=[CH:15][CH:14]=2)=[CH:11][CH:12]=1.Cl. Product: [ClH:1].[Cl:1][C:2]1[CH:7]=[CH:6][CH:5]=[CH:4][C:3]=1[C:8]1[N:9]([CH2:26][C:27]2[N:32]=[C:31]([NH2:33])[CH:30]=[CH:29][CH:28]=2)[C:10]([C:13]2[CH:14]=[CH:15][C:16]([O:19][C:20]3[N:25]=[CH:24][CH:23]=[CH:22][N:21]=3)=[CH:17][CH:18]=2)=[CH:11][CH:12]=1. The catalyst class is: 27.